Dataset: Full USPTO retrosynthesis dataset with 1.9M reactions from patents (1976-2016). Task: Predict the reactants needed to synthesize the given product. (1) Given the product [CH:1]1([C@@H:7]([NH:9][C:10]([C:12]2[C:21]3[C:16](=[CH:17][CH:18]=[CH:19][CH:20]=3)[N:15]=[C:14]([C:22]3[S:23][CH:24]=[CH:25][CH:26]=3)[C:13]=2[CH2:27][N:28]2[CH2:33][CH2:32][N:31]([C:37](=[O:38])[C@@H:36]([OH:35])[CH3:40])[CH2:30][C:29]2=[O:34])=[O:11])[CH3:8])[CH2:6][CH2:5][CH2:4][CH2:3][CH2:2]1, predict the reactants needed to synthesize it. The reactants are: [CH:1]1([C@@H:7]([NH:9][C:10]([C:12]2[C:21]3[C:16](=[CH:17][CH:18]=[CH:19][CH:20]=3)[N:15]=[C:14]([C:22]3[S:23][CH:24]=[CH:25][CH:26]=3)[C:13]=2[CH2:27][N:28]2[CH2:33][CH2:32][NH:31][CH2:30][C:29]2=[O:34])=[O:11])[CH3:8])[CH2:6][CH2:5][CH2:4][CH2:3][CH2:2]1.[OH:35][C@@H:36]([CH3:40])[C:37](O)=[O:38]. (2) Given the product [NH2:20][CH:10]([C:11]([N:13]1[CH2:17][CH2:16][CH2:15][CH:14]1[C:18]#[N:19])=[O:12])[CH2:9][CH2:8][C:7]([NH:6][CH2:5][CH:4]([NH:22][C:23](=[O:37])[CH:24]([CH2:32][SH:33])[CH2:25][C:26]1[CH:31]=[CH:30][CH:29]=[CH:28][CH:27]=1)[C:3]([OH:38])=[O:2])=[O:21], predict the reactants needed to synthesize it. The reactants are: C[O:2][C:3](=[O:38])[CH:4]([NH:22][C:23](=[O:37])[CH:24]([CH2:32][S:33]C(=O)C)[CH2:25][C:26]1[CH:31]=[CH:30][CH:29]=[CH:28][CH:27]=1)[CH2:5][NH:6][C:7](=[O:21])[CH2:8][CH2:9][CH:10]([NH2:20])[C:11]([N:13]1[CH2:17][CH2:16][CH2:15][CH:14]1[C:18]#[N:19])=[O:12].[Li+].[OH-]. (3) Given the product [CH2:9]([C:8]1[C:3]([O:2][CH3:1])=[N:4][C:5]([CH3:12])=[CH:6][C:7]=1[CH3:11])[CH3:10], predict the reactants needed to synthesize it. The reactants are: [CH3:1][O:2][C:3]1[C:8]([CH:9]=[CH2:10])=[C:7]([CH3:11])[CH:6]=[C:5]([CH3:12])[N:4]=1.